From a dataset of Full USPTO retrosynthesis dataset with 1.9M reactions from patents (1976-2016). Predict the reactants needed to synthesize the given product. (1) Given the product [CH3:26][O:25][CH2:24][CH2:23][N:16]([C:17]1[CH:22]=[CH:21][CH:20]=[CH:19][CH:18]=1)[C:14]1[N:15]=[C:10]([NH2:9])[N:11]=[C:12]([C:27]2[N:31]=[C:30]([C:32]3[CH:37]=[N:36][C:35]([CH2:38][O:4][CH2:3][C:2]([F:6])([F:5])[F:1])=[CH:34][CH:33]=3)[O:29][N:28]=2)[N:13]=1, predict the reactants needed to synthesize it. The reactants are: [F:1][C:2]([F:6])([F:5])[CH2:3][OH:4].[H-].[Na+].[NH2:9][C:10]1[N:15]=[C:14]([N:16]([CH2:23][CH2:24][O:25][CH3:26])[C:17]2[CH:22]=[CH:21][CH:20]=[CH:19][CH:18]=2)[N:13]=[C:12]([C:27]2[N:31]=[C:30]([C:32]3[CH:33]=[CH:34][C:35]([CH2:38]OS(C)(=O)=O)=[N:36][CH:37]=3)[O:29][N:28]=2)[N:11]=1. (2) The reactants are: Br[C:2]1[S:3][C:4]([NH:32]C(=O)OC(C)(C)C)=[C:5]([C:7](=[O:31])[NH:8][C:9]2[CH:10]=[N:11][N:12]([CH3:30])[C:13]=2[C@@H:14]2[CH2:20][CH2:19][C@@H:18]([NH:21]C(OC(C)(C)C)=O)[C@@H:17]([F:29])[CH2:16][O:15]2)[N:6]=1.[F:40][C:41]1[C:46]([F:47])=[CH:45][C:44]([F:48])=[CH:43][C:42]=1B(O)O. Given the product [NH2:32][C:4]1[S:3][C:2]([C:42]2[CH:43]=[C:44]([F:48])[CH:45]=[C:46]([F:47])[C:41]=2[F:40])=[N:6][C:5]=1[C:7]([NH:8][C:9]1[CH:10]=[N:11][N:12]([CH3:30])[C:13]=1[C@@H:14]1[CH2:20][CH2:19][C@@H:18]([NH2:21])[C@@H:17]([F:29])[CH2:16][O:15]1)=[O:31], predict the reactants needed to synthesize it. (3) The reactants are: [C:1]([O:5][C:6](=[O:30])[NH:7][C:8]1[CH:13]=[CH:12][C:11]([Sn](CCCC)(CCCC)CCCC)=[CH:10][C:9]=1[N+:27]([O-:29])=[O:28])([CH3:4])([CH3:3])[CH3:2].Br[C:32]1[S:33][CH:34]=[CH:35][N:36]=1. Given the product [C:1]([O:5][C:6](=[O:30])[NH:7][C:8]1[CH:13]=[CH:12][C:11]([C:32]2[S:33][CH:34]=[CH:35][N:36]=2)=[CH:10][C:9]=1[N+:27]([O-:29])=[O:28])([CH3:2])([CH3:3])[CH3:4], predict the reactants needed to synthesize it. (4) The reactants are: S1C=CC2C(N3CCN(CCCO[C:20]4[CH:29]=[C:28]5[C:23]([CH:24]=[CH:25][N:26]([CH3:31])[C:27]5=[O:30])=[CH:22][CH:21]=4)CC3)=CC=CC1=2.[S:32]1[CH:36]=[CH:35][C:34]2[C:37]([N:41]3[CH2:46][CH2:45][N:44]([CH2:47][CH2:48][CH2:49][O:50]C4C=C5C(C=CNC5=O)=CC=4)[CH2:43][CH2:42]3)=[CH:38][CH:39]=[CH:40][C:33]1=2.CI.C(O)C.[ClH:67]. Given the product [ClH:67].[S:32]1[CH:36]=[CH:35][C:34]2[C:37]([N:41]3[CH2:46][CH2:45][N:44]([CH2:47][CH2:48][CH2:49][O:50][C:25]4[N:26]([CH3:31])[C:27](=[O:30])[C:28]5[C:23]([CH:24]=4)=[CH:22][CH:21]=[CH:20][CH:29]=5)[CH2:43][CH2:42]3)=[CH:38][CH:39]=[CH:40][C:33]1=2, predict the reactants needed to synthesize it. (5) The reactants are: Cl[C:2]1[CH:11]=[CH:10][CH:9]=[C:8]2[C:3]=1[CH:4]=[CH:5][C:6]([C:12]1[CH:17]=[C:16]([CH3:18])[CH:15]=[C:14]([CH3:19])[CH:13]=1)=[N:7]2.[CH:20]([C:23]1[CH:28]=[CH:27][C:26](B(O)O)=[CH:25][CH:24]=1)([CH3:22])[CH3:21].C1(P(C2CCCCC2)C2C=CC=CC=2C2C(OC)=CC=CC=2OC)CCCCC1.[O-]P([O-])([O-])=O.[K+].[K+].[K+]. Given the product [CH3:19][C:14]1[CH:13]=[C:12]([C:6]2[CH:5]=[CH:4][C:3]3[C:8](=[CH:9][CH:10]=[CH:11][C:2]=3[C:26]3[CH:27]=[CH:28][C:23]([CH:20]([CH3:22])[CH3:21])=[CH:24][CH:25]=3)[N:7]=2)[CH:17]=[C:16]([CH3:18])[CH:15]=1, predict the reactants needed to synthesize it. (6) Given the product [F:1][CH2:2][S:3][C:4]1[N:5]=[CH:6][N:7]2[CH:11]=[C:10]([Sn:16]([CH2:17][CH2:18][CH2:19][CH3:20])([CH2:21][CH2:22][CH2:23][CH3:24])[CH2:12][CH2:13][CH2:14][CH3:15])[S:9][C:8]=12, predict the reactants needed to synthesize it. The reactants are: [F:1][CH2:2][S:3][C:4]1[N:5]=[CH:6][N:7]2[CH:11]=[CH:10][S:9][C:8]=12.[CH2:12]([Sn:16](Cl)([CH2:21][CH2:22][CH2:23][CH3:24])[CH2:17][CH2:18][CH2:19][CH3:20])[CH2:13][CH2:14][CH3:15].C[Si]([N-][Si](C)(C)C)(C)C.[Li+].C1COCC1.C(OCC)(=O)C. (7) Given the product [N:15]1([C:2]2[N:6]3[CH:7]=[CH:8][CH:9]=[CH:10][C:5]3=[C:4]([C:11]([O:13][CH3:14])=[O:12])[N:3]=2)[CH2:20][CH2:19][O:18][CH2:17][CH2:16]1, predict the reactants needed to synthesize it. The reactants are: Br[C:2]1[N:6]2[CH:7]=[CH:8][CH:9]=[CH:10][C:5]2=[C:4]([C:11]([O:13][CH3:14])=[O:12])[N:3]=1.[NH:15]1[CH2:20][CH2:19][O:18][CH2:17][CH2:16]1.CC1(C)C2C(=C(P(C3C=CC=CC=3)C3C=CC=CC=3)C=CC=2)OC2C(P(C3C=CC=CC=3)C3C=CC=CC=3)=CC=CC1=2.C([O-])([O-])=O.[Cs+].[Cs+]. (8) Given the product [ClH:1].[Cl:8][C:6]1[CH:5]=[C:4]([S:9]([C:12]2[CH:13]=[C:14]3[C:18](=[CH:19][CH:20]=2)[N:17]([CH3:21])[C:16]2[CH2:22][CH:23]4[NH:27][CH:26]([C:15]3=2)[CH2:25][CH2:24]4)(=[O:11])=[O:10])[CH:3]=[C:2]([Cl:1])[CH:7]=1, predict the reactants needed to synthesize it. The reactants are: [Cl:1][C:2]1[CH:3]=[C:4]([S:9]([C:12]2[CH:20]=[CH:19][C:18]3[N:17]([CH3:21])[C:16]4[CH2:22][CH:23]5[NH:27][CH:26]([C:15]=4[C:14]=3[C:13]=2C(OC(C)(C)C)=O)[CH2:25][CH2:24]5)(=[O:11])=[O:10])[CH:5]=[C:6]([Cl:8])[CH:7]=1.C(O)(C(F)(F)F)=O.